This data is from NCI-60 drug combinations with 297,098 pairs across 59 cell lines. The task is: Regression. Given two drug SMILES strings and cell line genomic features, predict the synergy score measuring deviation from expected non-interaction effect. (1) Drug 1: CC1=C(C=C(C=C1)NC2=NC=CC(=N2)N(C)C3=CC4=NN(C(=C4C=C3)C)C)S(=O)(=O)N.Cl. Drug 2: C1=CN(C=N1)CC(O)(P(=O)(O)O)P(=O)(O)O. Cell line: EKVX. Synergy scores: CSS=3.08, Synergy_ZIP=0.479, Synergy_Bliss=4.75, Synergy_Loewe=3.47, Synergy_HSA=3.64. (2) Drug 1: CS(=O)(=O)CCNCC1=CC=C(O1)C2=CC3=C(C=C2)N=CN=C3NC4=CC(=C(C=C4)OCC5=CC(=CC=C5)F)Cl. Drug 2: C1=CN(C=N1)CC(O)(P(=O)(O)O)P(=O)(O)O. Cell line: HS 578T. Synergy scores: CSS=0.731, Synergy_ZIP=0.918, Synergy_Bliss=1.40, Synergy_Loewe=-1.23, Synergy_HSA=-0.907. (3) Drug 1: CC12CCC(CC1=CCC3C2CCC4(C3CC=C4C5=CN=CC=C5)C)O. Drug 2: CCN(CC)CCNC(=O)C1=C(NC(=C1C)C=C2C3=C(C=CC(=C3)F)NC2=O)C. Cell line: LOX IMVI. Synergy scores: CSS=26.5, Synergy_ZIP=-2.01, Synergy_Bliss=0.442, Synergy_Loewe=1.58, Synergy_HSA=2.33. (4) Drug 1: CC(CN1CC(=O)NC(=O)C1)N2CC(=O)NC(=O)C2. Drug 2: CC12CCC3C(C1CCC2O)C(CC4=C3C=CC(=C4)O)CCCCCCCCCS(=O)CCCC(C(F)(F)F)(F)F. Cell line: HCC-2998. Synergy scores: CSS=3.33, Synergy_ZIP=-1.16, Synergy_Bliss=-0.0965, Synergy_Loewe=-3.88, Synergy_HSA=-2.87. (5) Drug 1: CCCS(=O)(=O)NC1=C(C(=C(C=C1)F)C(=O)C2=CNC3=C2C=C(C=N3)C4=CC=C(C=C4)Cl)F. Drug 2: C1CCC(CC1)NC(=O)N(CCCl)N=O. Cell line: HCT116. Synergy scores: CSS=14.6, Synergy_ZIP=-4.34, Synergy_Bliss=-3.92, Synergy_Loewe=-8.96, Synergy_HSA=-5.30.